From a dataset of TCR-epitope binding with 47,182 pairs between 192 epitopes and 23,139 TCRs. Binary Classification. Given a T-cell receptor sequence (or CDR3 region) and an epitope sequence, predict whether binding occurs between them. (1) The TCR CDR3 sequence is CSAPLAGAPQDTQYF. Result: 0 (the TCR does not bind to the epitope). The epitope is KLWAQCVQL. (2) The epitope is KMKDLSPRW. The TCR CDR3 sequence is CASSLESKGYPFRYF. Result: 0 (the TCR does not bind to the epitope).